Dataset: Catalyst prediction with 721,799 reactions and 888 catalyst types from USPTO. Task: Predict which catalyst facilitates the given reaction. (1) Reactant: Br[C:2]1[N:7]=[C:6]([C@@:8]23[O:23][CH2:22][O:21][C@@H:9]2[CH2:10][N:11]([C:14]([O:16][C:17]([CH3:20])([CH3:19])[CH3:18])=[O:15])[CH2:12][CH2:13]3)[CH:5]=[CH:4][CH:3]=1.C[Al](C)C.O. Product: [N:7]1[CH:2]=[CH:3][CH:4]=[CH:5][C:6]=1[C@@:8]12[O:23][CH2:22][O:21][C@@H:9]1[CH2:10][N:11]([C:14]([O:16][C:17]([CH3:18])([CH3:19])[CH3:20])=[O:15])[CH2:12][CH2:13]2. The catalyst class is: 176. (2) Reactant: Br[C:2]1[CH:3]=[C:4]2[C:9](=[CH:10][CH:11]=1)[N:8]=[CH:7][C:6]([S:12]([CH3:15])(=[O:14])=[O:13])=[C:5]2[NH:16][C:17]1[CH:18]=[CH:19][C:20]([N:23]2[CH2:28][CH2:27][CH2:26][CH:25]([NH:29]C(=O)OC(C)(C)C)[CH2:24]2)=[N:21][CH:22]=1.[Cl:37][C:38]1[CH:43]=[C:42](B2OC(C)(C)C(C)(C)O2)[CH:41]=[C:40]([Cl:53])[C:39]=1[OH:54].C([O-])([O-])=O.[Cs+].[Cs+]. Product: [NH2:29][CH:25]1[CH2:26][CH2:27][CH2:28][N:23]([C:20]2[N:21]=[CH:22][C:17]([NH:16][C:5]3[C:4]4[C:9](=[CH:10][CH:11]=[C:2]([C:42]5[CH:41]=[C:40]([Cl:53])[C:39]([OH:54])=[C:38]([Cl:37])[CH:43]=5)[CH:3]=4)[N:8]=[CH:7][C:6]=3[S:12]([CH3:15])(=[O:14])=[O:13])=[CH:18][CH:19]=2)[CH2:24]1. The catalyst class is: 75. (3) Product: [N:8]1([C:1](=[S:2])[NH2:3])[CH2:12][CH2:11][O:16][CH2:15][CH2:9]1. The catalyst class is: 1. Reactant: [C:1]([N:8]1[CH:12]=[CH:11]N=[CH:9]1)([N:3]1C=CN=C1)=[S:2].N1CC[O:16][CH2:15]C1. (4) Product: [O:1]1[CH2:6][CH2:5][N:4]([C:7]([C:9]2[CH:14]=[CH:13][C:12]([OH:15])=[C:11]([F:17])[CH:10]=2)=[O:8])[C:3]2[CH:18]=[N:19][CH:20]=[CH:21][C:2]1=2. The catalyst class is: 4. Reactant: [O:1]1[CH2:6][CH2:5][N:4]([C:7]([C:9]2[CH:14]=[CH:13][C:12]([O:15]C)=[C:11]([F:17])[CH:10]=2)=[O:8])[C:3]2[CH:18]=[N:19][CH:20]=[CH:21][C:2]1=2.B(Br)(Br)Br.CCCCCC.O. (5) Reactant: [CH2:1]([O:3][C:4]([N:6]1[C:15]2[C:10](=[CH:11][C:12]([C:16]([F:19])([F:18])[F:17])=[CH:13][CH:14]=2)[CH:9]([C:20]([OH:22])=O)[CH2:8][CH:7]1[CH2:23][CH3:24])=[O:5])[CH3:2].C(N(C(C)C)CC)(C)C.Cl.[CH3:35][NH:36][O:37][CH3:38].Cl.CN(C)CCCN=C=NCC. Product: [CH2:1]([O:3][C:4]([N:6]1[C:15]2[C:10](=[CH:11][C:12]([C:16]([F:18])([F:19])[F:17])=[CH:13][CH:14]=2)[CH:9]([C:20](=[O:22])[N:36]([O:37][CH3:38])[CH3:35])[CH2:8][CH:7]1[CH2:23][CH3:24])=[O:5])[CH3:2]. The catalyst class is: 143. (6) Reactant: [Br:1][C:2]1[CH:3]=[C:4]([C:8]2[CH:32]=[C:11]3[C:12]([O:24][S:25]([C:28]([F:31])([F:30])[F:29])(=[O:27])=[O:26])=[C:13]([C:17]([O:19]C(C)(C)C)=[O:18])[C:14]([CH3:16])=[CH:15][N:10]3[N:9]=2)[CH:5]=[CH:6][CH:7]=1.C(O)(C(F)(F)F)=O. Product: [Br:1][C:2]1[CH:3]=[C:4]([C:8]2[CH:32]=[C:11]3[C:12]([O:24][S:25]([C:28]([F:31])([F:29])[F:30])(=[O:27])=[O:26])=[C:13]([C:17]([OH:19])=[O:18])[C:14]([CH3:16])=[CH:15][N:10]3[N:9]=2)[CH:5]=[CH:6][CH:7]=1. The catalyst class is: 2. (7) Reactant: F[C:2]1[CH:7]=[CH:6][C:5]([N+:8]([O-:10])=[O:9])=[CH:4][CH:3]=1.[CH3:11][C@H:12]1[CH2:17][NH:16][CH2:15][CH2:14][N:13]1[C:18]([O:20][C:21]([CH3:24])([CH3:23])[CH3:22])=[O:19].CCN(C(C)C)C(C)C.O. Product: [CH3:11][C@H:12]1[CH2:17][N:16]([C:2]2[CH:7]=[CH:6][C:5]([N+:8]([O-:10])=[O:9])=[CH:4][CH:3]=2)[CH2:15][CH2:14][N:13]1[C:18]([O:20][C:21]([CH3:22])([CH3:24])[CH3:23])=[O:19]. The catalyst class is: 16.